Task: Predict the reaction yield, written as a fraction of the theoretical maximum amount of product (1.0 means a 100% yield; for example, 0.34 means a 34% yield).. Dataset: Reaction yield outcomes from USPTO patents with 853,638 reactions (1) The product is [N+:10]([C:6]1[CH:5]=[C:4]([C:2](=[O:3])/[CH:1]=[CH:19]/[C:18]2[CH:21]=[CH:22][CH:23]=[C:16]([N+:13]([O-:15])=[O:14])[CH:17]=2)[CH:9]=[CH:8][CH:7]=1)([O-:12])=[O:11]. The reactants are [CH3:1][C:2]([C:4]1[CH:9]=[CH:8][CH:7]=[C:6]([N+:10]([O-:12])=[O:11])[CH:5]=1)=[O:3].[N+:13]([C:16]1[CH:17]=[C:18]([CH:21]=[CH:22][CH:23]=1)[CH:19]=O)([O-:15])=[O:14].[OH-].[Na+]. The yield is 0.890. The catalyst is CO. (2) The reactants are B(F)(F)F.CCOCC.[CH2:10]([O:15][C:16]1[CH:21]=[CH:20][C:19]([CH2:22][C:23]([OH:25])=[O:24])=[CH:18][CH:17]=1)[CH2:11][CH:12]([CH3:14])[CH3:13].[C:26](OC(=N)C(Cl)(Cl)Cl)([CH3:29])([CH3:28])[CH3:27]. The catalyst is C1COCC1. The product is [CH2:10]([O:15][C:16]1[CH:17]=[CH:18][C:19]([CH2:22][C:23]([O:25][C:26]([CH3:29])([CH3:28])[CH3:27])=[O:24])=[CH:20][CH:21]=1)[CH2:11][CH:12]([CH3:14])[CH3:13]. The yield is 0.420. (3) The reactants are [Br:1][C:2]1[C:3]([NH2:9])=[N:4][CH:5]=[C:6]([Br:8])[N:7]=1.[O:10]1[CH:14]=[CH:13][CH:12]=[C:11]1[C:15]#[N:16].[Al+3].[Cl-].[Cl-].[Cl-].O. The catalyst is ClC(Cl)C. The product is [Br:1][C:2]1[C:3]([NH:9][C:15]([C:11]2[O:10][CH:14]=[CH:13][CH:12]=2)=[NH:16])=[N:4][CH:5]=[C:6]([Br:8])[N:7]=1. The yield is 0.720.